This data is from Forward reaction prediction with 1.9M reactions from USPTO patents (1976-2016). The task is: Predict the product of the given reaction. (1) Given the reactants [CH:1]1[C:10]2[C:5](=[CH:6][CH:7]=[CH:8][CH:9]=2)[CH:4]=[CH:3][C:2]=1[O:11][CH2:12][CH2:13][CH2:14][OH:15].CC(C)([O-])C.[K+].Cl[CH2:23][N:24]1[CH:28]=[C:27]([C:29]2[CH:34]=[CH:33][CH:32]=[CH:31][CH:30]=2)[N:26]=[N:25]1, predict the reaction product. The product is: [CH:1]1[C:10]2[C:5](=[CH:6][CH:7]=[CH:8][CH:9]=2)[CH:4]=[CH:3][C:2]=1[O:11][CH2:12][CH2:13][CH2:14][O:15][CH2:23][N:24]1[CH:28]=[C:27]([C:29]2[CH:30]=[CH:31][CH:32]=[CH:33][CH:34]=2)[N:26]=[N:25]1. (2) Given the reactants [F:1][C:2]([F:19])([F:18])[O:3][C:4]1[CH:5]=[C:6]([CH:15]=[CH:16][CH:17]=1)[O:7][C:8]1[CH:9]=[C:10]([CH:12]=[CH:13][CH:14]=1)[NH2:11].[F:20][C:21]([F:34])([O:25][C:26]1[CH:27]=[C:28]([CH:31]=[CH:32][CH:33]=1)[CH:29]=O)[CH:22]([F:24])[F:23].C(O[BH-](O[C:45](=[O:47])[CH3:46])OC(=O)C)(=O)C.[Na+].C(O)(=O)C, predict the reaction product. The product is: [F:1][C:2]([F:18])([F:19])[O:3][C:4]1[CH:5]=[C:6]([CH:15]=[CH:16][CH:17]=1)[O:7][C:8]1[CH:9]=[C:10]([N:11]([CH2:29][C:28]2[CH:31]=[CH:32][CH:33]=[C:26]([O:25][C:21]([F:34])([F:20])[CH:22]([F:24])[F:23])[CH:27]=2)[CH2:46][C@@H:45]([OH:47])[C:2]([F:19])([F:18])[F:1])[CH:12]=[CH:13][CH:14]=1. (3) Given the reactants [Cl:1][C:2]1[CH:10]=[CH:9][CH:8]=[C:7]2[C:3]=1[C:4]([C:17]([OH:19])=O)=[CH:5][N:6]2[CH2:11][CH:12]1[CH2:16][CH2:15][CH2:14][O:13]1.[F:20][C:21]1([F:33])[CH2:26][CH:25]([C:27]([F:30])([F:29])[F:28])[CH2:24][CH:23]([CH2:31][NH2:32])[CH2:22]1.CN(C(ON1N=NC2C=CC=NC1=2)=[N+](C)C)C.F[P-](F)(F)(F)(F)F, predict the reaction product. The product is: [Cl:1][C:2]1[CH:10]=[CH:9][CH:8]=[C:7]2[C:3]=1[C:4]([C:17]([NH:32][CH2:31][CH:23]1[CH2:24][CH:25]([C:27]([F:28])([F:29])[F:30])[CH2:26][C:21]([F:20])([F:33])[CH2:22]1)=[O:19])=[CH:5][N:6]2[CH2:11][CH:12]1[CH2:16][CH2:15][CH2:14][O:13]1. (4) Given the reactants [CH:1]1([CH2:7][CH2:8][CH2:9][C@@H:10]([C:19]2[O:23][N:22]=[C:21]([CH2:24][O:25][CH2:26][C:27]([O:29][CH2:30][CH3:31])=[O:28])[N:20]=2)[CH2:11][C:12]([O:14]C(C)(C)C)=[O:13])[CH2:6][CH2:5][CH2:4][CH2:3][CH2:2]1.FC(F)(F)C(O)=O, predict the reaction product. The product is: [CH:1]1([CH2:7][CH2:8][CH2:9][C@@H:10]([C:19]2[O:23][N:22]=[C:21]([CH2:24][O:25][CH2:26][C:27]([O:29][CH2:30][CH3:31])=[O:28])[N:20]=2)[CH2:11][C:12]([OH:14])=[O:13])[CH2:6][CH2:5][CH2:4][CH2:3][CH2:2]1. (5) Given the reactants [F:1][C:2]1[CH:10]=[C:9]([F:11])[CH:8]=[CH:7][C:3]=1[C:4]([NH2:6])=[O:5].CO[C:14](OC)([N:16]([CH3:18])[CH3:17])[CH3:15], predict the reaction product. The product is: [CH3:17][N:16]([CH3:18])[C:14](=[N:6][C:4](=[O:5])[C:3]1[CH:7]=[CH:8][C:9]([F:11])=[CH:10][C:2]=1[F:1])[CH3:15]. (6) Given the reactants [Si]([O:8][CH2:9][C:10]1[C:15]([CH2:16][CH2:17][N:18]2[CH2:23][CH2:22][CH:21]([N:24]3[C:32]4[C:27](=[CH:28][CH:29]=[C:30]([C:33]([NH2:35])=[O:34])[CH:31]=4)[CH:26]=[CH:25]3)[CH2:20][CH2:19]2)=[C:14]([O:36][CH3:37])[CH:13]=[CH:12][CH:11]=1)(C(C)(C)C)(C)C.O.C1(C)C=CC(S(O)(=O)=O)=CC=1.C(OCC)(=O)C.C(=O)([O-])[O-].[Na+].[Na+], predict the reaction product. The product is: [OH:8][CH2:9][C:10]1[C:15]([CH2:16][CH2:17][N:18]2[CH2:23][CH2:22][CH:21]([N:24]3[C:32]4[C:27](=[CH:28][CH:29]=[C:30]([C:33]([NH2:35])=[O:34])[CH:31]=4)[CH:26]=[CH:25]3)[CH2:20][CH2:19]2)=[C:14]([O:36][CH3:37])[CH:13]=[CH:12][CH:11]=1. (7) Given the reactants C1CCN2C(=NCCC2)CC1.CN(C)C(N(C)C)=N.[CH2:20]([OH:30])[CH2:21][CH2:22][CH2:23][CH2:24][CH2:25][CH2:26][CH2:27][CH2:28][OH:29].[N+:31]([C:34]1[CH:41]=[CH:40][CH:39]=[C:38]([N+]([O-])=O)[C:35]=1[C:36]#[N:37])([O-:33])=[O:32], predict the reaction product. The product is: [OH:30][CH2:20][CH2:21][CH2:22][CH2:23][CH2:24][CH2:25][CH2:26][CH2:27][CH2:28][O:29][C:38]1[CH:39]=[CH:40][CH:41]=[C:34]([N+:31]([O-:33])=[O:32])[C:35]=1[C:36]#[N:37]. (8) Given the reactants [CH2:1]([O:4][C:5]1[NH:9][N:8]=[C:7]([N:10]2C(=O)C3C(=CC=CC=3)C2=O)[CH:6]=1)[CH:2]=[CH2:3].NN, predict the reaction product. The product is: [CH2:1]([O:4][C:5]1[NH:9][N:8]=[C:7]([NH2:10])[CH:6]=1)[CH:2]=[CH2:3]. (9) Given the reactants C(=O)([O-])[O-].[K+].[K+].[C:7]([OH:16])(=[O:15])[C:8]1[C:9](=[CH:11][CH:12]=[CH:13][CH:14]=1)[SH:10].Cl[C:18]1[CH:23]=[CH:22][CH:21]=[CH:20][C:19]=1[N+:24]([O-:26])=[O:25].[OH-].[Na+], predict the reaction product. The product is: [N+:24]([C:19]1[CH:20]=[CH:21][CH:22]=[CH:23][C:18]=1[S:10][C:9]1[CH:11]=[CH:12][CH:13]=[CH:14][C:8]=1[C:7]([OH:16])=[O:15])([O-:26])=[O:25]. (10) Given the reactants [H-].[Na+].[Cl:3][C:4]1[CH:9]=[C:8]([C:10]([NH:12][C:13]([NH:15][C:16]2[CH:21]=[C:20]([C:22]([F:25])([F:24])[F:23])[CH:19]=[C:18]([O:26][CH3:27])[CH:17]=2)=[S:14])=[O:11])[CH:7]=[C:6]([CH3:28])[N:5]=1.[CH3:29]I, predict the reaction product. The product is: [Cl:3][C:4]1[CH:9]=[C:8]([C:10]([NH:12][C:13](=[N:15][C:16]2[CH:21]=[C:20]([C:22]([F:23])([F:24])[F:25])[CH:19]=[C:18]([O:26][CH3:27])[CH:17]=2)[S:14][CH3:29])=[O:11])[CH:7]=[C:6]([CH3:28])[N:5]=1.